This data is from Human Reference Interactome with 51,813 positive PPI pairs across 8,248 proteins, plus equal number of experimentally-validated negative pairs. The task is: Binary Classification. Given two protein amino acid sequences, predict whether they physically interact or not. Protein 1 (ENSG00000092445) has sequence MALRRSMGRPGLPPLPLPPPPRLGLLLAALASLLLPESAAAGLKLMGAPVKLTVSQGQPVKLNCSVEGMEEPDIQWVKDGAVVQNLDQLYIPVSEQHWIGFLSLKSVERSDAGRYWCQVEDGGETEISQPVWLTVEGVPFFTVEPKDLAVPPNAPFQLSCEAVGPPEPVTIVWWRGTTKIGGPAPSPSVLNVTGVTQSTMFSCEAHNLKGLASSRTATVHLQALPAAPFNITVTKLSSSNASVAWMPGADGRALLQSCTVQVTQAPGGWEVLAVVVPVPPFTCLLRDLVPATNYSLRVRC.... Protein 2 (ENSG00000001461) has sequence MLLGELGVFASYAFAPLSLIVPLSAVSVIASAIIGIIFIKEKWKPKDFLRRYVLSFVGCGLAVVGTYLLVTFAPNSHEKMTGENVTRHLVSWPFLLYMLVEIILFCLLLYFYKEKNANNIVVILLLVALLGSMTVVTVKAVAGMLVLSIQGNLQLDYPIFYVMFVCMVATAVYQAAFLSQASQMYDSSLIASVGYILSTTIAITAGAIFYLDFIGEDVLHICMFALGCLIAFLGVFLITRNRKKPIPFEPYISMDAMPGMQNMHDKGMTVQPELKASFSYGALENNDNISEIYAPATLPV.... Result: 0 (the proteins do not interact).